Dataset: NCI-60 drug combinations with 297,098 pairs across 59 cell lines. Task: Regression. Given two drug SMILES strings and cell line genomic features, predict the synergy score measuring deviation from expected non-interaction effect. (1) Drug 1: CC12CCC(CC1=CCC3C2CCC4(C3CC=C4C5=CN=CC=C5)C)O. Drug 2: C1=CC(=CC=C1CC(C(=O)O)N)N(CCCl)CCCl.Cl. Cell line: SK-MEL-5. Synergy scores: CSS=7.76, Synergy_ZIP=-1.57, Synergy_Bliss=-1.53, Synergy_Loewe=-10.3, Synergy_HSA=-7.55. (2) Drug 1: CC1=C2C(C(=O)C3(C(CC4C(C3C(C(C2(C)C)(CC1OC(=O)C(C(C5=CC=CC=C5)NC(=O)OC(C)(C)C)O)O)OC(=O)C6=CC=CC=C6)(CO4)OC(=O)C)OC)C)OC. Drug 2: CC1C(C(CC(O1)OC2CC(CC3=C2C(=C4C(=C3O)C(=O)C5=C(C4=O)C(=CC=C5)OC)O)(C(=O)CO)O)N)O.Cl. Cell line: NCI-H226. Synergy scores: CSS=40.2, Synergy_ZIP=-3.01, Synergy_Bliss=-6.84, Synergy_Loewe=-7.05, Synergy_HSA=-2.12. (3) Drug 1: CCC(=C(C1=CC=CC=C1)C2=CC=C(C=C2)OCCN(C)C)C3=CC=CC=C3.C(C(=O)O)C(CC(=O)O)(C(=O)O)O. Drug 2: CN(C(=O)NC(C=O)C(C(C(CO)O)O)O)N=O. Cell line: MDA-MB-435. Synergy scores: CSS=-4.44, Synergy_ZIP=0.485, Synergy_Bliss=-2.73, Synergy_Loewe=-2.54, Synergy_HSA=-4.73. (4) Drug 1: CCC1=C2CN3C(=CC4=C(C3=O)COC(=O)C4(CC)O)C2=NC5=C1C=C(C=C5)O. Drug 2: C1C(C(OC1N2C=NC3=C2NC=NCC3O)CO)O. Cell line: NCI-H460. Synergy scores: CSS=11.6, Synergy_ZIP=-2.24, Synergy_Bliss=-4.51, Synergy_Loewe=-48.5, Synergy_HSA=-4.67. (5) Drug 1: C1CC(C1)(C(=O)O)C(=O)O.[NH2-].[NH2-].[Pt+2]. Drug 2: C1C(C(OC1N2C=NC(=NC2=O)N)CO)O. Cell line: ACHN. Synergy scores: CSS=16.8, Synergy_ZIP=0.513, Synergy_Bliss=9.41, Synergy_Loewe=-0.403, Synergy_HSA=6.50. (6) Drug 1: CC1=CC=C(C=C1)C2=CC(=NN2C3=CC=C(C=C3)S(=O)(=O)N)C(F)(F)F. Drug 2: CCC(=C(C1=CC=CC=C1)C2=CC=C(C=C2)OCCN(C)C)C3=CC=CC=C3.C(C(=O)O)C(CC(=O)O)(C(=O)O)O. Cell line: OVCAR-5. Synergy scores: CSS=13.3, Synergy_ZIP=-6.28, Synergy_Bliss=-5.09, Synergy_Loewe=-2.76, Synergy_HSA=-2.75. (7) Drug 1: CC1OCC2C(O1)C(C(C(O2)OC3C4COC(=O)C4C(C5=CC6=C(C=C35)OCO6)C7=CC(=C(C(=C7)OC)O)OC)O)O. Drug 2: B(C(CC(C)C)NC(=O)C(CC1=CC=CC=C1)NC(=O)C2=NC=CN=C2)(O)O. Cell line: IGROV1. Synergy scores: CSS=22.2, Synergy_ZIP=-6.64, Synergy_Bliss=0.996, Synergy_Loewe=1.82, Synergy_HSA=1.81.